From a dataset of Forward reaction prediction with 1.9M reactions from USPTO patents (1976-2016). Predict the product of the given reaction. Given the reactants [CH3:1][C:2]1([CH3:24])[C:7]2[CH:8]=[C:9]([C:14]3[CH:15]=[C:16]([CH:19]=[C:20]([F:22])[CH:21]=3)[C:17]#[N:18])[CH:10]=[C:11]([O:12]C)[C:6]=2[NH:5][C:4](=[O:23])[O:3]1.[I-].[Li+], predict the reaction product. The product is: [CH3:1][C:2]1([CH3:24])[C:7]2[CH:8]=[C:9]([C:14]3[CH:15]=[C:16]([CH:19]=[C:20]([F:22])[CH:21]=3)[C:17]#[N:18])[CH:10]=[C:11]([OH:12])[C:6]=2[NH:5][C:4](=[O:23])[O:3]1.